From a dataset of Full USPTO retrosynthesis dataset with 1.9M reactions from patents (1976-2016). Predict the reactants needed to synthesize the given product. (1) Given the product [C:33]([N:21]1[CH2:22][CH2:23][CH:18]([N:16]2[C:15](=[O:24])[CH2:14][CH:13]([CH3:25])[C:12]([C:6]3[CH:7]=[CH:8][C:9]([O:10][CH3:11])=[C:4]([O:3][CH3:2])[CH:5]=3)=[N:17]2)[CH2:19][CH2:20]1)(=[O:35])[CH3:34], predict the reactants needed to synthesize it. The reactants are: Cl.[CH3:2][O:3][C:4]1[CH:5]=[C:6]([C:12]2[CH:13]([CH3:25])[CH2:14][C:15](=[O:24])[N:16]([CH:18]3[CH2:23][CH2:22][NH:21][CH2:20][CH2:19]3)[N:17]=2)[CH:7]=[CH:8][C:9]=1[O:10][CH3:11].C(N(CC)CC)C.[C:33](OC(=O)C)(=[O:35])[CH3:34]. (2) Given the product [Br:25][C:26]1[CH:27]=[CH:28][C:29]([I:35])=[C:30]([CH:34]=1)[C:31]([N:13]([CH3:14])[CH3:12])=[O:32], predict the reactants needed to synthesize it. The reactants are: F[P-](F)(F)(F)(F)F.N1(OC(N(C)C)=[N+](C)C)[C:12]2[N:13]=[CH:14]C=CC=2N=N1.[Br:25][C:26]1[CH:27]=[CH:28][C:29]([I:35])=[C:30]([CH:34]=1)[C:31](O)=[O:32].CNC.C(N(C(C)C)CC)(C)C.